Dataset: Reaction yield outcomes from USPTO patents with 853,638 reactions. Task: Predict the reaction yield, written as a fraction of the theoretical maximum amount of product (1.0 means a 100% yield; for example, 0.34 means a 34% yield). (1) The reactants are [O:1]1[C:5]2[CH:6]=[C:7]3[CH:12]=[C:11]([C:13]([O:15]CC)=[O:14])[O:10][C:8]3=[CH:9][C:4]=2[NH:3][C:2]1=[O:18].[OH-].[K+]. The catalyst is C(O)C. The product is [O:1]1[C:5]2[CH:6]=[C:7]3[CH:12]=[C:11]([C:13]([OH:15])=[O:14])[O:10][C:8]3=[CH:9][C:4]=2[NH:3][C:2]1=[O:18]. The yield is 0.950. (2) The reactants are [OH:1][CH2:2][CH2:3][CH2:4][NH:5][CH2:6][CH2:7][NH2:8].CCN(C(C)C)C(C)C.[CH3:18][C:19]([Si:22](Cl)([CH3:24])[CH3:23])([CH3:21])[CH3:20].C(Cl)Cl.CN([CH:32]=[O:33])C. No catalyst specified. The product is [Si:22]([O:1][CH2:2][CH2:3][CH2:4][N:5]1[CH2:6][CH2:7][NH:8][C:32]1=[O:33])([C:19]([CH3:21])([CH3:20])[CH3:18])([CH3:24])[CH3:23]. The yield is 0.980. (3) No catalyst specified. The yield is 0.230. The product is [CH3:40][CH:41]([CH3:45])[CH2:42][CH2:43][N:13]([CH2:14][C@H:15]([NH:23][C:24]([O:26][CH2:27][C:28]1[S:32][CH:31]=[N:30][CH:29]=1)=[O:25])[CH2:16][C:17]1[CH:18]=[CH:19][CH:20]=[CH:21][CH:22]=1)[CH2:12][C@@H:11]([NH:10][C:8]([O:7][CH2:6][C:5]1[S:1][CH:2]=[N:3][CH:4]=1)=[O:9])[CH2:33][C:34]1[CH:39]=[CH:38][CH:37]=[CH:36][CH:35]=1. The reactants are [S:1]1[C:5]([CH2:6][O:7][C:8]([NH:10][C@H:11]([CH2:33][C:34]2[CH:39]=[CH:38][CH:37]=[CH:36][CH:35]=2)[CH2:12][NH:13][CH2:14][C@@H:15]([NH:23][C:24]([O:26][CH2:27][C:28]2[S:32][CH:31]=[N:30][CH:29]=2)=[O:25])[CH2:16][C:17]2[CH:22]=[CH:21][CH:20]=[CH:19][CH:18]=2)=[O:9])=[CH:4][N:3]=[CH:2]1.[CH3:40][CH:41]([CH3:45])[CH2:42][CH:43]=O.C(O)(=O)C.C(O[BH-](OC(=O)C)OC(=O)C)(=O)C.[Na+]. (4) The reactants are [C:1]1([CH2:7][CH2:8][NH2:9])[CH:6]=[CH:5][CH:4]=[CH:3][CH:2]=1.F[C:11]1[CH:16]=[CH:15][CH:14]=[CH:13][C:12]=1[N+:17]([O-:19])=[O:18].C(=O)([O-])[O-].[K+].[K+].O. The catalyst is CS(C)=O. The product is [C:1]1([CH2:7][CH2:8][NH:9][C:11]2[CH:16]=[CH:15][CH:14]=[CH:13][C:12]=2[N+:17]([O-:19])=[O:18])[CH:6]=[CH:5][CH:4]=[CH:3][CH:2]=1. The yield is 0.980. (5) The reactants are [CH2:1]([O:8][C:9]([NH:11][C:12]12[CH2:19][C:16]([C:20]([O-:22])=[O:21])([CH2:17][CH2:18]1)[CH2:15][CH2:14][CH2:13]2)=[O:10])[C:2]1[CH:7]=[CH:6][CH:5]=[CH:4][CH:3]=1.[OH-].[Na+]. The catalyst is CO. The product is [CH2:1]([O:8][C:9]([NH:11][C:12]12[CH2:19][C:16]([C:20]([OH:22])=[O:21])([CH2:17][CH2:18]1)[CH2:15][CH2:14][CH2:13]2)=[O:10])[C:2]1[CH:3]=[CH:4][CH:5]=[CH:6][CH:7]=1. The yield is 0.950. (6) The reactants are I[C:2]1[N:3]=[C:4]([CH3:7])[S:5][CH:6]=1.[CH2:8]([C:12]1[O:13][C:14]2[C:20]([Cl:21])=[CH:19][C:18]([F:22])=[CH:17][C:15]=2[N:16]=1)[CH2:9][C:10]#[CH:11]. No catalyst specified. The product is [Cl:21][C:20]1[C:14]2[O:13][C:12]([CH2:8][CH2:9][C:10]#[C:11][C:2]3[N:3]=[C:4]([CH3:7])[S:5][CH:6]=3)=[N:16][C:15]=2[CH:17]=[C:18]([F:22])[CH:19]=1. The yield is 0.550. (7) The reactants are [Cl:1][C:2]1[C:3]([C:21]2[CH:22]=[N:23][N:24]3[CH:29]=[CH:28][CH:27]=[CH:26][C:25]=23)=[N:4][C:5]([NH:8][C:9]2[CH:14]=[C:13]([N+:15]([O-:17])=[O:16])[C:12](F)=[CH:11][C:10]=2[O:19][CH3:20])=[N:6][CH:7]=1.[CH3:30][NH:31][CH2:32][CH2:33][N:34]1[CH2:39][CH2:38][O:37][CH2:36][CH2:35]1.CCN(C(C)C)C(C)C. The catalyst is CC(N(C)C)=O.CO. The product is [Cl:1][C:2]1[C:3]([C:21]2[CH:22]=[N:23][N:24]3[CH:29]=[CH:28][CH:27]=[CH:26][C:25]=23)=[N:4][C:5]([NH:8][C:9]2[CH:14]=[C:13]([N+:15]([O-:17])=[O:16])[C:12]([N:31]([CH3:30])[CH2:32][CH2:33][N:34]3[CH2:39][CH2:38][O:37][CH2:36][CH2:35]3)=[CH:11][C:10]=2[O:19][CH3:20])=[N:6][CH:7]=1. The yield is 1.06.